This data is from NCI-60 drug combinations with 297,098 pairs across 59 cell lines. The task is: Regression. Given two drug SMILES strings and cell line genomic features, predict the synergy score measuring deviation from expected non-interaction effect. (1) Drug 1: C1=CC(=CC=C1CCCC(=O)O)N(CCCl)CCCl. Drug 2: CCC(=C(C1=CC=CC=C1)C2=CC=C(C=C2)OCCN(C)C)C3=CC=CC=C3.C(C(=O)O)C(CC(=O)O)(C(=O)O)O. Cell line: OVCAR3. Synergy scores: CSS=11.4, Synergy_ZIP=-7.85, Synergy_Bliss=-4.35, Synergy_Loewe=-6.86, Synergy_HSA=-5.68. (2) Drug 1: CCC(=C(C1=CC=CC=C1)C2=CC=C(C=C2)OCCN(C)C)C3=CC=CC=C3.C(C(=O)O)C(CC(=O)O)(C(=O)O)O. Drug 2: C1CN(CCN1C(=O)CCBr)C(=O)CCBr. Cell line: UACC62. Synergy scores: CSS=18.0, Synergy_ZIP=-8.87, Synergy_Bliss=0.977, Synergy_Loewe=-10.1, Synergy_HSA=0.399. (3) Drug 1: C1=CC=C(C(=C1)C(C2=CC=C(C=C2)Cl)C(Cl)Cl)Cl. Drug 2: N.N.Cl[Pt+2]Cl. Cell line: SF-295. Synergy scores: CSS=31.4, Synergy_ZIP=-1.29, Synergy_Bliss=-1.45, Synergy_Loewe=-31.1, Synergy_HSA=-2.76. (4) Drug 1: C1CCC(C1)C(CC#N)N2C=C(C=N2)C3=C4C=CNC4=NC=N3. Drug 2: CC1=C(C(=CC=C1)Cl)NC(=O)C2=CN=C(S2)NC3=CC(=NC(=N3)C)N4CCN(CC4)CCO. Cell line: HT29. Synergy scores: CSS=10.4, Synergy_ZIP=-1.93, Synergy_Bliss=-1.13, Synergy_Loewe=-48.6, Synergy_HSA=-5.82. (5) Drug 1: C1C(C(OC1N2C=C(C(=O)NC2=O)F)CO)O. Drug 2: CC(C)NC(=O)C1=CC=C(C=C1)CNNC.Cl. Cell line: OVCAR3. Synergy scores: CSS=-3.80, Synergy_ZIP=-0.470, Synergy_Bliss=0.653, Synergy_Loewe=-14.6, Synergy_HSA=-7.33. (6) Drug 1: C1=CC(=CC=C1CCCC(=O)O)N(CCCl)CCCl. Drug 2: C#CCC(CC1=CN=C2C(=N1)C(=NC(=N2)N)N)C3=CC=C(C=C3)C(=O)NC(CCC(=O)O)C(=O)O. Cell line: OVCAR-4. Synergy scores: CSS=-8.84, Synergy_ZIP=0.0631, Synergy_Bliss=-9.65, Synergy_Loewe=-11.0, Synergy_HSA=-10.8.